This data is from Forward reaction prediction with 1.9M reactions from USPTO patents (1976-2016). The task is: Predict the product of the given reaction. (1) Given the reactants C([O:3][C:4](=O)[CH2:5][N:6]1[CH:11]=[CH:10][CH:9]=[C:8]([C:12]([F:15])([F:14])[F:13])[C:7]1=[O:16])C.O.[NH2:19][NH2:20], predict the reaction product. The product is: [O:16]=[C:7]1[C:8]([C:12]([F:15])([F:14])[F:13])=[CH:9][CH:10]=[CH:11][N:6]1[CH2:5][C:4]([NH:19][NH2:20])=[O:3]. (2) The product is: [Cl:1][C:2]1[CH:3]=[C:4]([CH:7]=[C:8]([OH:10])[CH:9]=1)[C:5]#[N:6]. Given the reactants [Cl:1][C:2]1[CH:3]=[C:4]([CH:7]=[C:8]([O:10]C)[CH:9]=1)[C:5]#[N:6].[I-].[Li+], predict the reaction product. (3) Given the reactants N1C=CC=CC=1.[CH3:7][O:8][C:9](=[O:17])[CH2:10][C:11](=[O:16])[CH2:12][CH2:13][O:14][CH3:15].[Cl-].[Mg+2].[Cl-].[C:21](OC(=O)C)(=[O:23])[CH3:22], predict the reaction product. The product is: [CH3:7][O:8][C:9](=[O:17])[CH:10]([C:21](=[O:23])[CH3:22])[C:11](=[O:16])[CH2:12][CH2:13][O:14][CH3:15]. (4) Given the reactants Br[C:2]1[CH:10]=[C:9]2[C:5]([C:6]([C:16]#[N:17])=[CH:7][N:8]2[CH:11]2[CH2:15][CH2:14][CH2:13][CH2:12]2)=[CH:4][C:3]=1[F:18].[CH3:19][Zn]C.C1(C)C=CC=CC=1, predict the reaction product. The product is: [CH:11]1([N:8]2[C:9]3[C:5](=[CH:4][C:3]([F:18])=[C:2]([CH3:19])[CH:10]=3)[C:6]([C:16]#[N:17])=[CH:7]2)[CH2:15][CH2:14][CH2:13][CH2:12]1. (5) Given the reactants [C:1]([O:5][C:6]([N:8]1[CH2:13][CH2:12][CH:11]([C:14]2[CH:19]=[CH:18][C:17]([NH2:20])=[C:16]([C:21]3[CH2:26][CH2:25][C:24]([CH3:28])([CH3:27])[CH2:23][CH:22]=3)[N:15]=2)[CH2:10][CH2:9]1)=[O:7])([CH3:4])([CH3:3])[CH3:2].[K+].[C:30]([C:32]1[N:33]=[C:34]([C:45]([O-])=[O:46])[N:35]([CH2:37][O:38][CH2:39][CH2:40][Si:41]([CH3:44])([CH3:43])[CH3:42])[CH:36]=1)#[N:31].C1CN([P+](Br)(N2CCCC2)N2CCCC2)CC1.F[P-](F)(F)(F)(F)F.CCN(C(C)C)C(C)C, predict the reaction product. The product is: [C:1]([O:5][C:6]([N:8]1[CH2:9][CH2:10][CH:11]([C:14]2[CH:19]=[CH:18][C:17]([NH:20][C:45]([C:34]3[N:35]([CH2:37][O:38][CH2:39][CH2:40][Si:41]([CH3:44])([CH3:43])[CH3:42])[CH:36]=[C:32]([C:30]#[N:31])[N:33]=3)=[O:46])=[C:16]([C:21]3[CH2:26][CH2:25][C:24]([CH3:28])([CH3:27])[CH2:23][CH:22]=3)[N:15]=2)[CH2:12][CH2:13]1)=[O:7])([CH3:4])([CH3:2])[CH3:3]. (6) Given the reactants [NH2:1][C:2]1[C:7]([NH2:8])=[C:6]([NH:9][C@@H:10]2[C@@H:15]3[CH2:16][C@@H:12]([CH:13]=[CH:14]3)[C@@H:11]2[C:17]([NH2:19])=[O:18])[C:5]([Br:20])=[CH:4][N:3]=1.[CH3:21][N:22]1[CH2:27][CH2:26][N:25]([C:28]2[CH:35]=[CH:34][C:31]([CH:32]=O)=[CH:30][CH:29]=2)[CH2:24][CH2:23]1, predict the reaction product. The product is: [Br:20][C:5]1[C:6]([NH:9][C@@H:10]2[C@@H:15]3[CH2:16][C@@H:12]([CH:13]=[CH:14]3)[C@@H:11]2[C:17]([NH2:19])=[O:18])=[C:7]2[N:8]=[C:32]([C:31]3[CH:30]=[CH:29][C:28]([N:25]4[CH2:24][CH2:23][N:22]([CH3:21])[CH2:27][CH2:26]4)=[CH:35][CH:34]=3)[NH:1][C:2]2=[N:3][CH:4]=1. (7) Given the reactants S(Cl)([Cl:3])=O.[C:5]1([C:11]2[CH:15]=[C:14]([CH2:16]O)[NH:13][N:12]=2)[CH:10]=[CH:9][CH:8]=[CH:7][CH:6]=1, predict the reaction product. The product is: [Cl:3][CH2:16][C:14]1[NH:13][N:12]=[C:11]([C:5]2[CH:10]=[CH:9][CH:8]=[CH:7][CH:6]=2)[CH:15]=1. (8) Given the reactants [NH2:1][CH2:2][CH2:3][CH2:4][C:5]([OH:7])=[O:6].C(N(CC)CC)C.[CH3:15][C:16]([O:19][C:20](ON=C(C1C=CC=CC=1)C#N)=[O:21])([CH3:18])[CH3:17], predict the reaction product. The product is: [C:16]([O:19][C:20]([NH:1][CH2:2][CH2:3][CH2:4][C:5]([OH:7])=[O:6])=[O:21])([CH3:18])([CH3:17])[CH3:15].